From a dataset of TCR-epitope binding with 47,182 pairs between 192 epitopes and 23,139 TCRs. Binary Classification. Given a T-cell receptor sequence (or CDR3 region) and an epitope sequence, predict whether binding occurs between them. (1) The epitope is LQPFPQPELPYPQPQ. The TCR CDR3 sequence is CASGQVILPTETQYF. Result: 1 (the TCR binds to the epitope). (2) The epitope is TSNQVAVLY. The TCR CDR3 sequence is CASSLFSTSGRSDTQYF. Result: 1 (the TCR binds to the epitope). (3) Result: 0 (the TCR does not bind to the epitope). The epitope is TPRVTGGGAM. The TCR CDR3 sequence is CASSRTLNTEAFF. (4) The epitope is RQLLFVVEV. The TCR CDR3 sequence is CASSGGLAGGQETQYF. Result: 0 (the TCR does not bind to the epitope). (5) The epitope is DATYQRTRALVR. The TCR CDR3 sequence is CASSRTEPTQPQHF. Result: 0 (the TCR does not bind to the epitope). (6) The epitope is KLGGALQAK. The TCR CDR3 sequence is CASSPQGAYLDTQYF. Result: 1 (the TCR binds to the epitope).